The task is: Predict which catalyst facilitates the given reaction.. This data is from Catalyst prediction with 721,799 reactions and 888 catalyst types from USPTO. (1) Reactant: [F:1][C:2]1[CH:7]=[CH:6][C:5]([C:8](=[O:24])[CH:9]([NH:21]C=O)[CH2:10][C:11]2[CH:16]=[CH:15][C:14]([C:17]([F:20])([F:19])[F:18])=[CH:13][CH:12]=2)=[CH:4][CH:3]=1.[ClH:25]. Product: [ClH:25].[F:1][C:2]1[CH:3]=[CH:4][C:5]([C:8](=[O:24])[CH:9]([NH2:21])[CH2:10][C:11]2[CH:16]=[CH:15][C:14]([C:17]([F:20])([F:19])[F:18])=[CH:13][CH:12]=2)=[CH:6][CH:7]=1. The catalyst class is: 5. (2) Reactant: [NH2:1][C:2]1[C:6]([C:7]([NH:9][CH2:10][CH3:11])=[O:8])=[CH:5][N:4]([C:12]2[CH:13]=[N:14][CH:15]=[CH:16][CH:17]=2)[N:3]=1.[C:18]1(C)C=CC(S(O)(=O)=O)=C[CH:19]=1.C(OCC)(OCC)(OCC)C. Product: [CH2:10]([N:9]1[C:7](=[O:8])[C:6]2=[CH:5][N:4]([C:12]3[CH:13]=[N:14][CH:15]=[CH:16][CH:17]=3)[N:3]=[C:2]2[N:1]=[C:18]1[CH3:19])[CH3:11]. The catalyst class is: 80. (3) Reactant: [Cl:1][C:2]1[CH:11]=[CH:10][C:5]([C:6]([NH:8][NH2:9])=[O:7])=[CH:4][CH:3]=1.[F:12][C:13]1[CH:18]=[CH:17][C:16]([F:19])=[CH:15][C:14]=1[C:20](=[O:28])[CH2:21][C:22](=O)[C:23]([F:26])([F:25])[F:24]. Product: [Cl:1][C:2]1[CH:11]=[CH:10][C:5]([C:6]([N:8]2[C:20]([C:14]3[CH:15]=[C:16]([F:19])[CH:17]=[CH:18][C:13]=3[F:12])([OH:28])[CH2:21][C:22]([C:23]([F:25])([F:26])[F:24])=[N:9]2)=[O:7])=[CH:4][CH:3]=1. The catalyst class is: 8. (4) Reactant: [Cl:1][C:2]1[CH:10]=[CH:9][C:8]([C:11]2[N:12]([C:22]([O:24][C:25]([CH3:28])([CH3:27])[CH3:26])=[O:23])[C:13]3[C:18]([CH:19]=2)=[CH:17][C:16]([CH:20]=O)=[CH:15][CH:14]=3)=[C:7]2[C:3]=1[CH2:4][NH:5][C:6]2=[O:29].[NH:30]1[CH2:35][CH2:34][CH2:33][CH2:32][CH2:31]1.C(O)(=O)C.C(O[BH-](OC(=O)C)OC(=O)C)(=O)C.[Na+]. Product: [Cl:1][C:2]1[CH:10]=[CH:9][C:8]([C:11]2[N:12]([C:22]([O:24][C:25]([CH3:28])([CH3:26])[CH3:27])=[O:23])[C:13]3[C:18]([CH:19]=2)=[CH:17][C:16]([CH2:20][N:30]2[CH2:35][CH2:34][CH2:33][CH2:32][CH2:31]2)=[CH:15][CH:14]=3)=[C:7]2[C:3]=1[CH2:4][NH:5][C:6]2=[O:29]. The catalyst class is: 10. (5) Reactant: N1([C:6]([O:8][CH2:9][C:10]2[C:15]([C:16]([F:19])([F:18])[F:17])=[CH:14][CH:13]=[CH:12][C:11]=2[F:20])=[O:7])C=CN=C1.[OH:21][C@H:22]1[CH2:26][N:25]([C:27]([C:29]2[CH:34]=[CH:33][CH:32]=[CH:31][CH:30]=2)=[O:28])[C@@H:24]2[CH2:35][CH2:36][NH:37][C@H:23]12. Product: [C:27]([N:25]1[C@H:24]2[C@H:23]([N:37]([C:6]([O:8][CH2:9][C:10]3[C:15]([C:16]([F:19])([F:17])[F:18])=[CH:14][CH:13]=[CH:12][C:11]=3[F:20])=[O:7])[CH2:36][CH2:35]2)[C@@H:22]([OH:21])[CH2:26]1)(=[O:28])[C:29]1[CH:34]=[CH:33][CH:32]=[CH:31][CH:30]=1. The catalyst class is: 4. (6) Reactant: [CH3:1][C:2]([Si:5](Cl)([CH3:7])[CH3:6])([CH3:4])[CH3:3].[C@@H:9]1([N:17]2[C:26]3[N:25]=[CH:24][N:23]=[C:21]([OH:22])[C:20]=3[N:19]=[CH:18]2)[O:16][C@H:13]([CH2:14][OH:15])[C@@H:11]([OH:12])[CH2:10]1. Product: [Si:5]([C@@:11]1([OH:12])[C@@H:13]([CH2:14][O:15][Si:5]([C:2]([CH3:4])([CH3:3])[CH3:1])([CH3:7])[CH3:6])[O:16][C@@H:9]([N:17]2[C:26]3[N:25]=[CH:24][N:23]=[C:21]([OH:22])[C:20]=3[N:19]=[CH:18]2)[CH2:10]1)([C:2]([CH3:4])([CH3:3])[CH3:1])([CH3:7])[CH3:6]. The catalyst class is: 3. (7) Reactant: [F:1][C:2]([F:15])([F:14])[CH:3]=[C:4]([CH:8]1[CH2:13][CH2:12][CH2:11][CH2:10][CH2:9]1)[N+:5]([O-:7])=[O:6].[NH2:16][C@@H:17]([C:22]([CH3:25])([CH3:24])[CH3:23])[C:18]([O:20][CH3:21])=[O:19].C(N(C(C)C)CC)(C)C. Product: [CH:8]1([CH:4]([N+:5]([O-:7])=[O:6])[CH:3]([NH:16][CH:17]([C:22]([CH3:25])([CH3:24])[CH3:23])[C:18]([O:20][CH3:21])=[O:19])[C:2]([F:14])([F:15])[F:1])[CH2:9][CH2:10][CH2:11][CH2:12][CH2:13]1. The catalyst class is: 133.